From a dataset of Kir2.1 potassium channel HTS with 301,493 compounds. Binary Classification. Given a drug SMILES string, predict its activity (active/inactive) in a high-throughput screening assay against a specified biological target. (1) The drug is O1CCN(C(=O)N2CCC(NC(=O)c3cc(ccc3)C)CC2)CC1. The result is 0 (inactive). (2) The compound is Clc1c(C2=NOC(C2)C(=O)Nc2c(SC)cccc2)c(F)ccc1. The result is 0 (inactive). (3) The drug is S(=O)(=O)(N(CC(=O)N1CCOCC1)c1cc(OC)ccc1)C. The result is 0 (inactive). (4) The molecule is Oc1c2c(n(c(=O)c1C(=O)NCCc1ccccc1)CC=C)cccc2. The result is 0 (inactive).